Dataset: Peptide-MHC class II binding affinity with 134,281 pairs from IEDB. Task: Regression. Given a peptide amino acid sequence and an MHC pseudo amino acid sequence, predict their binding affinity value. This is MHC class II binding data. (1) The peptide sequence is SNGEIEDVQTDIPSE. The MHC is DRB1_0301 with pseudo-sequence DRB1_0301. The binding affinity (normalized) is 0.317. (2) The binding affinity (normalized) is 0.378. The MHC is HLA-DQA10201-DQB10301 with pseudo-sequence HLA-DQA10201-DQB10301. The peptide sequence is MFFVKNPTDTGHGTVHHHHHH. (3) The peptide sequence is AFCTPGWEIHPARLV. The MHC is DRB1_0301 with pseudo-sequence DRB1_0301. The binding affinity (normalized) is 0.0257. (4) The peptide sequence is NNGGDAMYMALIAAF. The MHC is DRB1_0405 with pseudo-sequence DRB1_0405. The binding affinity (normalized) is 0.719. (5) The peptide sequence is DLLIEALSAMMLDRL. The MHC is DRB3_0101 with pseudo-sequence DRB3_0101. The binding affinity (normalized) is 0.310.